Task: Regression/Classification. Given a drug SMILES string, predict its absorption, distribution, metabolism, or excretion properties. Task type varies by dataset: regression for continuous measurements (e.g., permeability, clearance, half-life) or binary classification for categorical outcomes (e.g., BBB penetration, CYP inhibition). Dataset: cyp3a4_veith.. Dataset: CYP3A4 inhibition data for predicting drug metabolism from PubChem BioAssay (1) The compound is Cc1nc2cncnc2n(Cc2ccccc2Cl)c1=O. The result is 1 (inhibitor). (2) The drug is Cc1cc(C(=O)N/N=C/c2cccc([N+](=O)[O-])c2)c(C)o1. The result is 0 (non-inhibitor). (3) The compound is COC(=O)Cn1c(=O)c2c(nc(Br)n2Cc2ccccc2Cl)n(C)c1=O. The result is 0 (non-inhibitor). (4) The compound is NC(N)=[N+]1CCc2ccccc2C1.NC(N)=[N+]1CCc2ccccc2C1.O=S(=O)([O-])[O-]. The result is 0 (non-inhibitor). (5) The molecule is Cn1c(=O)n(C)c2cc(S(=O)(=O)O)ccc21. The result is 0 (non-inhibitor). (6) The molecule is CN(C(=O)COc1cccc(Br)c1)C1CCS(=O)(=O)C1. The result is 0 (non-inhibitor). (7) The molecule is COc1cc2c(cc1OC)[C@@]13CCN4C=C5CCO[C@H]6CC(=O)N2[C@@H]1[C@@H]6[C@H]5C[C@H]43. The result is 0 (non-inhibitor).